This data is from Reaction yield outcomes from USPTO patents with 853,638 reactions. The task is: Predict the reaction yield, written as a fraction of the theoretical maximum amount of product (1.0 means a 100% yield; for example, 0.34 means a 34% yield). The reactants are [C:1]([C:4]1[C:5]([C:16]#[N:17])=[N:6][CH:7]=[C:8]([N:10]2[CH2:15][CH2:14][O:13][CH2:12][CH2:11]2)[CH:9]=1)([CH3:3])=[CH2:2]. The catalyst is CCO.[Pd]. The product is [CH:1]([C:4]1[C:5]([C:16]#[N:17])=[N:6][CH:7]=[C:8]([N:10]2[CH2:11][CH2:12][O:13][CH2:14][CH2:15]2)[CH:9]=1)([CH3:3])[CH3:2]. The yield is 0.540.